From a dataset of Peptide-MHC class I binding affinity with 185,985 pairs from IEDB/IMGT. Regression. Given a peptide amino acid sequence and an MHC pseudo amino acid sequence, predict their binding affinity value. This is MHC class I binding data. (1) The peptide sequence is YLLLTTNGT. The MHC is HLA-A01:01 with pseudo-sequence HLA-A01:01. The binding affinity (normalized) is 0.213. (2) The MHC is HLA-A02:03 with pseudo-sequence HLA-A02:03. The peptide sequence is EFKRRLKDL. The binding affinity (normalized) is 0.0847. (3) The peptide sequence is TWEAWWTEYW. The MHC is HLA-A30:01 with pseudo-sequence HLA-A30:01. The binding affinity (normalized) is 0. (4) The peptide sequence is MFGTRKNSF. The MHC is HLA-B08:01 with pseudo-sequence HLA-B08:01. The binding affinity (normalized) is 0.934. (5) The peptide sequence is TEDQGHFPL. The MHC is HLA-B15:01 with pseudo-sequence HLA-B15:01. The binding affinity (normalized) is 0.0847.